Predict the reaction yield, written as a fraction of the theoretical maximum amount of product (1.0 means a 100% yield; for example, 0.34 means a 34% yield). From a dataset of Reaction yield outcomes from USPTO patents with 853,638 reactions. The reactants are CC([O-])(C)C.[K+].CC1C=CC(S([CH2:17][N+:18]#[C-])(=O)=O)=CC=1.[F:20][C:21]1[CH:22]=[C:23]([CH:26]=[CH:27][C:28]=1[O:29][CH3:30])[CH:24]=O.CO. The catalyst is C1COCC1.O. The product is [F:20][C:21]1[CH:22]=[C:23]([CH2:24][C:17]#[N:18])[CH:26]=[CH:27][C:28]=1[O:29][CH3:30]. The yield is 0.580.